From a dataset of TCR-epitope binding with 47,182 pairs between 192 epitopes and 23,139 TCRs. Binary Classification. Given a T-cell receptor sequence (or CDR3 region) and an epitope sequence, predict whether binding occurs between them. The epitope is KAYNVTQAF. The TCR CDR3 sequence is CSGQGGGELFF. Result: 0 (the TCR does not bind to the epitope).